Dataset: Forward reaction prediction with 1.9M reactions from USPTO patents (1976-2016). Task: Predict the product of the given reaction. (1) Given the reactants [CH3:1][O:2][CH2:3][C:4]#[C:5][C:6]1[CH:11]=[CH:10][CH:9]=[CH:8][N:7]=1.[C:12]1([CH3:25])[CH:17]=[C:16]([CH3:18])[CH:15]=[C:14]([CH3:19])[C:13]=1[S:20]([O:23][NH2:24])(=[O:22])=[O:21].C(OCC)C, predict the reaction product. The product is: [CH3:19][C:14]1[CH:15]=[C:16]([CH3:18])[CH:17]=[C:12]([CH3:25])[C:13]=1[S:20]([O-:23])(=[O:22])=[O:21].[NH2:24][N+:7]1[CH:8]=[CH:9][CH:10]=[CH:11][C:6]=1[C:5]#[C:4][CH2:3][O:2][CH3:1]. (2) Given the reactants FC(F)(F)S(O[C:7]1[CH:12]=[CH:11][C:10]([C:13]#[N:14])=[CH:9][C:8]=1[C:15]1[CH:20]=[CH:19][N:18]=[CH:17][CH:16]=1)(=O)=O.CC1(C)C(C)(C)OB([C:31]2[CH:48]=[CH:47][C:34]([O:35][CH2:36][C:37]3[CH:46]=[CH:45][C:44]4[C:39](=[CH:40][CH:41]=[CH:42][CH:43]=4)[N:38]=3)=[CH:33][CH:32]=2)O1.C([O-])([O-])=O.[Na+].[Na+], predict the reaction product. The product is: [N:18]1[CH:19]=[CH:20][C:15]([C:8]2[CH:9]=[C:10]([C:13]#[N:14])[CH:11]=[CH:12][C:7]=2[C:31]2[CH:32]=[CH:33][C:34]([O:35][CH2:36][C:37]3[CH:46]=[CH:45][C:44]4[C:39](=[CH:40][CH:41]=[CH:42][CH:43]=4)[N:38]=3)=[CH:47][CH:48]=2)=[CH:16][CH:17]=1. (3) Given the reactants [C:1]12([CH2:11][CH2:12][O:13][C:14]3[CH:15]=[C:16]([CH2:20][C@H:21]([NH:23]C(=O)OC(C)(C)C)[CH3:22])[CH:17]=[CH:18][CH:19]=3)[CH2:10][CH:5]3[CH2:6][CH:7]([CH2:9][CH:3]([CH2:4]3)[CH2:2]1)[CH2:8]2, predict the reaction product. The product is: [C:1]12([CH2:11][CH2:12][O:13][C:14]3[CH:15]=[C:16]([CH2:20][C@H:21]([NH2:23])[CH3:22])[CH:17]=[CH:18][CH:19]=3)[CH2:10][CH:5]3[CH2:6][CH:7]([CH2:9][CH:3]([CH2:4]3)[CH2:2]1)[CH2:8]2. (4) Given the reactants [NH2:1][C:2]1[N:7]=[C:6]([O:8][C:9]2[CH:10]=[C:11]3[C:15](=[CH:16][CH:17]=2)[NH:14][CH:13]=[CH:12]3)[CH:5]=[C:4](Cl)[N:3]=1.CCN(CC)CC, predict the reaction product. The product is: [NH2:1][C:2]1[N:7]=[C:6]([O:8][C:9]2[CH:10]=[C:11]3[C:15](=[CH:16][CH:17]=2)[NH:14][CH:13]=[CH:12]3)[CH:5]=[CH:4][N:3]=1. (5) Given the reactants [CH2:1]([O:3][C:4]1[CH:12]=[C:11]2[C:7]([CH:8]=[CH:9][NH:10]2)=[CH:6][CH:5]=1)[CH3:2].C=O.CC1(C)O[C:20](=O)[CH2:19][C:18](=[O:23])[O:17]1.C(N(CC)CC)C, predict the reaction product. The product is: [CH2:1]([O:3][C:4]1[CH:12]=[C:11]2[C:7]([C:8]([CH2:20][CH2:19][C:18]([OH:23])=[O:17])=[CH:9][NH:10]2)=[CH:6][CH:5]=1)[CH3:2]. (6) Given the reactants [Cl:1][C:2]1[C:7]([CH:8]([C:10]2[CH:11]=[N:12][CH:13]=[CH:14][CH:15]=2)[OH:9])=[C:6]([F:16])[C:5]([C@H:17]([NH:20][CH3:21])[CH2:18][CH3:19])=[CH:4][CH:3]=1, predict the reaction product. The product is: [Cl:1][C:2]1[CH:3]=[CH:4][C:5]([C@H:17]([NH:20][CH3:21])[CH2:18][CH3:19])=[C:6]([F:16])[C:7]=1[C:8]([C:10]1[CH:11]=[N:12][CH:13]=[CH:14][CH:15]=1)=[O:9].